From a dataset of Full USPTO retrosynthesis dataset with 1.9M reactions from patents (1976-2016). Predict the reactants needed to synthesize the given product. (1) Given the product [CH2:1]([O:8][C:9]1[CH:18]=[CH:17][CH:16]=[CH:15][C:10]=1[C:11]([OH:13])=[O:12])[C:2]1[CH:3]=[CH:4][CH:5]=[CH:6][CH:7]=1, predict the reactants needed to synthesize it. The reactants are: [CH2:1]([O:8][C:9]1[CH:18]=[CH:17][CH:16]=[CH:15][C:10]=1[C:11]([O:13]C)=[O:12])[C:2]1[CH:7]=[CH:6][CH:5]=[CH:4][CH:3]=1.[OH-].[Na+].Cl. (2) Given the product [Br:4][C:5]1[CH:14]=[C:13]([C:15]([NH:17][CH2:18][C:19]2[CH:24]=[CH:23][CH:22]=[C:21]([OH:25])[CH:20]=2)=[O:16])[CH:12]=[CH:11][C:6]=1[C:7]([OH:9])=[O:8], predict the reactants needed to synthesize it. The reactants are: O.[OH-].[Li+].[Br:4][C:5]1[CH:14]=[C:13]([C:15]([NH:17][CH2:18][C:19]2[CH:24]=[CH:23][CH:22]=[C:21]([OH:25])[CH:20]=2)=[O:16])[CH:12]=[CH:11][C:6]=1[C:7]([O:9]C)=[O:8]. (3) Given the product [C:1]([O:4][CH2:5][CH2:6][N:7]([CH2:8][C:9]1[CH:14]=[CH:13][C:12]([CH2:15][NH2:16])=[CH:11][CH:10]=1)[CH2:27][CH2:28][CH2:29][CH2:30][N:31]([CH2:32][CH2:33][CH3:34])[CH2:35][CH2:36][CH3:37])(=[O:3])[CH3:2], predict the reactants needed to synthesize it. The reactants are: [C:1]([O:4][CH2:5][CH2:6][N:7]([CH2:27][CH2:28][CH2:29][CH2:30][N:31]([CH2:35][CH2:36][CH3:37])[CH2:32][CH2:33][CH3:34])[CH2:8][C:9]1[CH:14]=[CH:13][C:12]([CH2:15][N:16]=CC2C=CC=C([N+]([O-])=O)C=2)=[CH:11][CH:10]=1)(=[O:3])[CH3:2].Cl.